This data is from Full USPTO retrosynthesis dataset with 1.9M reactions from patents (1976-2016). The task is: Predict the reactants needed to synthesize the given product. (1) The reactants are: [CH3:1][O:2][CH2:3][C@@H:4]([NH:11][C:12]([NH:14][C:15]1[N:20]=[CH:19][C:18]2[C:21]([C:43]3[CH:44]=[N:45][N:46]([CH3:48])[CH:47]=3)=[N:22][N:23](C(C3C=CC=CC=3)(C3C=CC=CC=3)C3C=CC=CC=3)[C:17]=2[CH:16]=1)=[O:13])[C:5]1[CH:10]=[CH:9][CH:8]=[CH:7][CH:6]=1.FC(F)(F)C(O)=O.C([SiH](CC)CC)C. Given the product [CH3:1][O:2][CH2:3][C@H:4]([NH:11][C:12]([NH:14][C:15]1[N:20]=[CH:19][C:18]2[C:21]([C:43]3[CH:44]=[N:45][N:46]([CH3:48])[CH:47]=3)=[N:22][NH:23][C:17]=2[CH:16]=1)=[O:13])[C:5]1[CH:6]=[CH:7][CH:8]=[CH:9][CH:10]=1, predict the reactants needed to synthesize it. (2) Given the product [C:8]([O:7][C:6](=[O:12])[NH:5][CH2:4][CH2:3][CH2:2][N:18]=[N+:19]=[N-:20])([CH3:11])([CH3:10])[CH3:9], predict the reactants needed to synthesize it. The reactants are: Br[CH2:2][CH2:3][CH2:4][NH:5][C:6](=[O:12])[O:7][C:8]([CH3:11])([CH3:10])[CH3:9].CN(C)C=O.[N-:18]=[N+:19]=[N-:20].[Na+].